Dataset: TCR-epitope binding with 47,182 pairs between 192 epitopes and 23,139 TCRs. Task: Binary Classification. Given a T-cell receptor sequence (or CDR3 region) and an epitope sequence, predict whether binding occurs between them. (1) The epitope is RLFRKSNLK. The TCR CDR3 sequence is CATSAPTTSLRNEQFF. Result: 0 (the TCR does not bind to the epitope). (2) Result: 1 (the TCR binds to the epitope). The epitope is RQLLFVVEV. The TCR CDR3 sequence is CASSKLLYEQYF. (3) The epitope is PROT_97E67BCC. The TCR CDR3 sequence is CASSEKGDTQYF. Result: 1 (the TCR binds to the epitope). (4) The epitope is QVPLRPMTYK. The TCR CDR3 sequence is CSVEDRHYEQYF. Result: 1 (the TCR binds to the epitope). (5) The epitope is ILHCANFNV. The TCR CDR3 sequence is CASSSTGVEAFF. Result: 1 (the TCR binds to the epitope).